Predict the reactants needed to synthesize the given product. From a dataset of Full USPTO retrosynthesis dataset with 1.9M reactions from patents (1976-2016). (1) Given the product [F:24][C:23]([F:26])([F:25])[C:18]1[CH:19]=[CH:20][CH:21]=[CH:22][C:17]=1[CH:14]1[NH:13][CH2:12][C:11]2[CH:10]=[CH:9][C:4]([C:5]([O:7][CH3:8])=[O:6])=[CH:3][C:2]=2[O:16][CH2:15]1, predict the reactants needed to synthesize it. The reactants are: Br[C:2]1[CH:3]=[C:4]([CH:9]=[CH:10][C:11]=1[CH2:12][NH:13][CH:14]([C:17]1[CH:22]=[CH:21][CH:20]=[CH:19][C:18]=1[C:23]([F:26])([F:25])[F:24])[CH2:15][OH:16])[C:5]([O:7][CH3:8])=[O:6].C([O-])([O-])=O.[K+].[K+]. (2) Given the product [CH:1]([N:4]1[C:8]2[C:13](=[CH:12][C:11]3[O:14][CH2:15][O:16][C:10]=3[CH:9]=2)[CH:23]([C:22]2[CH:17]=[CH:18][C:19]3[O:27][CH2:26][O:25][C:20]=3[CH:21]=2)[NH:7][C:5]1=[O:6])([CH3:3])[CH3:2], predict the reactants needed to synthesize it. The reactants are: [CH:1]([N:4]([C:8]1[CH:13]=[CH:12][C:11]2[O:14][CH2:15][O:16][C:10]=2[CH:9]=1)[C:5]([NH2:7])=[O:6])([CH3:3])[CH3:2].[CH:17]1[C:22]([CH:23]=O)=[CH:21][C:20]2[O:25][CH2:26][O:27][C:19]=2[CH:18]=1.